Predict the reactants needed to synthesize the given product. From a dataset of Full USPTO retrosynthesis dataset with 1.9M reactions from patents (1976-2016). (1) Given the product [CH:1]1([C:4]([C:9]2[CH:10]=[CH:11][CH:12]=[CH:13][CH:14]=2)([CH3:8])[C:5]([O:7][CH:16]2[CH2:21][CH2:20][N:19]([CH3:22])[CH2:18][CH2:17]2)=[O:6])[CH2:3][CH2:2]1, predict the reactants needed to synthesize it. The reactants are: [CH:1]1([C:4]([C:9]2[CH:14]=[CH:13][CH:12]=[CH:11][CH:10]=2)([CH3:8])[C:5]([OH:7])=[O:6])[CH2:3][CH2:2]1.O[CH:16]1[CH2:21][CH2:20][N:19]([CH3:22])[CH2:18][CH2:17]1. (2) Given the product [NH2:20][C:19]1[C:3]([O:2][CH3:1])=[CH:4][C:5]2[CH2:11][CH2:10][N:9]([CH2:12][C:13]([N:15]([CH3:17])[CH3:16])=[O:14])[CH2:8][CH2:7][C:6]=2[CH:18]=1, predict the reactants needed to synthesize it. The reactants are: [CH3:1][O:2][C:3]1[C:19]([N+:20]([O-])=O)=[CH:18][C:6]2[CH2:7][CH2:8][N:9]([CH2:12][C:13]([N:15]([CH3:17])[CH3:16])=[O:14])[CH2:10][CH2:11][C:5]=2[CH:4]=1. (3) Given the product [NH2:3][C:2]1[N:4]=[C:5]([NH:6][C:10](=[O:13])[CH2:11][CH3:12])[N:7]=[C:8]([NH:9][C:10](=[O:13])[CH2:11][CH3:12])[N:1]=1, predict the reactants needed to synthesize it. The reactants are: [N:1]1[C:8]([NH2:9])=[N:7][C:5]([NH2:6])=[N:4][C:2]=1[NH2:3].[C:10](O[C:10](=[O:13])[CH2:11][CH3:12])(=[O:13])[CH2:11][CH3:12]. (4) Given the product [CH3:33][C:29]1[N:30]=[CH:31][O:32][C:28]=1[CH2:27][NH:26][C:17]([C:14]1[CH:13]=[C:12]([NH:11][C:9](=[O:10])[C:8]2[CH:20]=[C:21]([F:25])[C:22]([F:24])=[CH:23][C:7]=2[Cl:6])[NH:16][N:15]=1)=[O:19], predict the reactants needed to synthesize it. The reactants are: [N-]1C=CN=C1.[Cl:6][C:7]1[CH:23]=[C:22]([F:24])[C:21]([F:25])=[CH:20][C:8]=1[C:9]([NH:11][C:12]1[NH:16][N:15]=[C:14]([C:17]([OH:19])=O)[CH:13]=1)=[O:10].[NH2:26][CH2:27][C:28]1[O:32][CH:31]=[N:30][C:29]=1[CH3:33].C(=O)([O-])O.[Na+].O. (5) Given the product [Cl:1][C:2]1[CH:10]=[C:9]2[C:5]([C:6]([C:11]([N:13]3[CH2:18][CH2:17][C:16]4([C:22]5[CH:23]=[CH:24][CH:25]=[CH:26][C:21]=5[CH2:20][O:19]4)[CH2:15][CH2:14]3)=[O:12])=[CH:7][N:8]2[CH2:32][CH:29]2[CH2:30][CH2:31][NH:27][CH2:28]2)=[CH:4][CH:3]=1, predict the reactants needed to synthesize it. The reactants are: [Cl:1][C:2]1[CH:10]=[C:9]2[C:5]([C:6]([C:11]([N:13]3[CH2:18][CH2:17][C:16]4([C:22]5[CH:23]=[CH:24][CH:25]=[CH:26][C:21]=5[CH2:20][O:19]4)[CH2:15][CH2:14]3)=[O:12])=[CH:7][NH:8]2)=[CH:4][CH:3]=1.[NH:27]1[CH2:31][CH2:30][CH:29]([CH2:32]OS(C)(=O)=O)[CH2:28]1. (6) Given the product [CH3:1][C:2]1[CH:12]=[C:11]([C:13]2[CH:14]=[N:15][CH:16]=[N:17][CH:18]=2)[CH:10]=[C:9]([CH3:19])[C:3]=1[O:4][CH2:5][C:6]([NH:21][NH2:22])=[O:7], predict the reactants needed to synthesize it. The reactants are: [CH3:1][C:2]1[CH:12]=[C:11]([C:13]2[CH:14]=[N:15][CH:16]=[N:17][CH:18]=2)[CH:10]=[C:9]([CH3:19])[C:3]=1[O:4][CH2:5][C:6]([O-])=[O:7].O.[NH2:21][NH2:22]. (7) Given the product [C:1]([O:5][C:6](=[O:7])[NH:8][CH:9]([C:13]1[CH:18]=[CH:17][C:16]([O:19][CH2:20][CH2:21][C@H:22]([CH:24]2[CH2:29][CH2:28][N:27]([C:30]3[O:34][N:33]=[C:32]([CH:35]([CH3:36])[CH3:37])[N:31]=3)[CH2:26][CH2:25]2)[CH3:23])=[CH:15][C:14]=1[CH3:38])[C:10]([N:39]1[CH2:43][CH2:42][CH2:41][C@H:40]1[C:44](=[O:45])[NH2:46])=[O:11])([CH3:2])([CH3:4])[CH3:3], predict the reactants needed to synthesize it. The reactants are: [C:1]([O:5][C:6]([NH:8][CH:9]([C:13]1[CH:18]=[CH:17][C:16]([O:19][CH2:20][CH2:21][C@H:22]([CH:24]2[CH2:29][CH2:28][N:27]([C:30]3[O:34][N:33]=[C:32]([CH:35]([CH3:37])[CH3:36])[N:31]=3)[CH2:26][CH2:25]2)[CH3:23])=[CH:15][C:14]=1[CH3:38])[C:10](O)=[O:11])=[O:7])([CH3:4])([CH3:3])[CH3:2].[NH:39]1[CH2:43][CH2:42][CH2:41][C@H:40]1[C:44]([NH2:46])=[O:45]. (8) Given the product [CH3:3][N:2]([CH2:4][C@@H:5]1[CH2:14][CH2:13][C:12]2[CH:11]=[C:10]([NH2:15])[CH:9]=[CH:8][C:7]=2[CH2:6]1)[CH3:1].[CH3:3][N:2]([CH2:4][C@H:5]1[CH2:14][CH2:13][C:12]2[CH:11]=[C:10]([NH2:15])[CH:9]=[CH:8][C:7]=2[CH2:6]1)[CH3:1], predict the reactants needed to synthesize it. The reactants are: [CH3:1][N:2]([CH2:4][CH:5]1[CH2:14][CH2:13][C:12]2[CH:11]=[C:10]([NH2:15])[CH:9]=[CH:8][C:7]=2[CH2:6]1)[CH3:3].CCCCCC.C(O)(C)C.C(NCC)C. (9) Given the product [CH3:24][N:21]1[CH2:22][CH2:23][C@H:19]([O:18][C:16]2[CH:15]=[C:4]([CH:3]=[C:2]([O:1][C:27]3[CH:32]=[CH:31][C:30]([S:33]([CH3:36])(=[O:35])=[O:34])=[CH:29][CH:28]=3)[CH:17]=2)[C:5]([NH:7][C:8]2[CH:13]=[N:12][C:11]([CH3:14])=[CH:10][N:9]=2)=[O:6])[C:20]1=[O:25], predict the reactants needed to synthesize it. The reactants are: [OH:1][C:2]1[CH:3]=[C:4]([CH:15]=[C:16]([O:18][C@H:19]2[CH2:23][CH2:22][N:21]([CH3:24])[C:20]2=[O:25])[CH:17]=1)[C:5]([NH:7][C:8]1[CH:13]=[N:12][C:11]([CH3:14])=[CH:10][N:9]=1)=[O:6].F[C:27]1[CH:32]=[CH:31][C:30]([S:33]([CH3:36])(=[O:35])=[O:34])=[CH:29][CH:28]=1.C(=O)([O-])[O-].[K+].[K+].